The task is: Predict the reactants needed to synthesize the given product.. This data is from Full USPTO retrosynthesis dataset with 1.9M reactions from patents (1976-2016). (1) The reactants are: [CH3:1][O:2][C:3]([NH:5][C@H:6]([C:11]([N:13]1[C@@H:17]([CH3:18])[CH2:16][CH2:15][C@H:14]1[C:19]1[NH:20][C:21]([C:24]2[CH:29]=[C:28]3[CH2:30][O:31][C:32]4[CH:59]=[C:58]5[C:35]([CH:36]=[CH:37][C:38]6[N:42]=[C:41]([C@@H:43]7[CH2:47][C@H:46]([CH2:48][O:49][CH3:50])[CH2:45][N:44]7[C:51](OC(C)(C)C)=[O:52])[NH:40][C:39]=65)=[CH:34][C:33]=4[C:27]3=[CH:26][CH:25]=2)=[CH:22][N:23]=1)=[O:12])[C@H:7]([CH2:9][CH3:10])[CH3:8])=[O:4].Cl.[CH3:61][O:62][C:63]([NH:65][C@@H:66]([CH:70]([CH3:72])[CH3:71])C(O)=O)=[O:64].CN(C(ON1N=NC2C=CC=NC1=2)=[N+](C)C)C.F[P-](F)(F)(F)(F)F.CCN(C(C)C)C(C)C. Given the product [CH3:61][O:62][C:63](=[O:64])[NH:65][C@@H:66]([CH:70]([CH3:72])[CH3:71])[C:51]([N:44]1[CH2:45][C@@H:46]([CH2:48][O:49][CH3:50])[CH2:47][C@H:43]1[C:41]1[NH:40][C:39]2[C:58]3[C:35]([CH:36]=[CH:37][C:38]=2[N:42]=1)=[CH:34][C:33]1[C:27]2[C:28]([CH2:30][O:31][C:32]=1[CH:59]=3)=[CH:29][C:24]([C:21]1[NH:20][C:19]([C@@H:14]3[CH2:15][CH2:16][C@H:17]([CH3:18])[N:13]3[C:11](=[O:12])[C@@H:6]([NH:5][C:3]([O:2][CH3:1])=[O:4])[C@@H:7]([CH3:8])[CH2:9][CH3:10])=[N:23][CH:22]=1)=[CH:25][CH:26]=2)=[O:52], predict the reactants needed to synthesize it. (2) Given the product [Br:8][C:6]1[CH:5]=[N:4][CH:3]=[C:2]([C:11]2[CH:12]=[CH:13][CH:14]=[CH:15][C:10]=2[Cl:9])[CH:7]=1, predict the reactants needed to synthesize it. The reactants are: Br[C:2]1[CH:3]=[N:4][CH:5]=[C:6]([Br:8])[CH:7]=1.[Cl:9][C:10]1[CH:15]=[CH:14][CH:13]=[CH:12][C:11]=1B(O)O. (3) The reactants are: [OH:1][C:2]1[CH:3]=[C:4]([CH:8]=[C:9]([S:11]([F:16])([F:15])([F:14])([F:13])[F:12])[CH:10]=1)[C:5]([OH:7])=[O:6].[C:17]([O:21][C:22](=[O:28])[NH:23][CH2:24][CH2:25][CH2:26]Br)([CH3:20])([CH3:19])[CH3:18].C(=O)([O-])[O-].[Cs+].[Cs+].Cl.O.[OH-].[Li+]. Given the product [C:17]([O:21][C:22]([NH:23][CH2:24][CH2:25][CH2:26][O:1][C:2]1[CH:3]=[C:4]([CH:8]=[C:9]([S:11]([F:16])([F:12])([F:13])([F:14])[F:15])[CH:10]=1)[C:5]([OH:7])=[O:6])=[O:28])([CH3:20])([CH3:19])[CH3:18], predict the reactants needed to synthesize it. (4) Given the product [CH:15]([NH:18][C:19]([C:21]1[S:25][C:24]([O:13][CH2:12][C:11]2[C:7]([CH2:3][CH2:4][CH2:5][CH3:6])=[N:8][O:9][C:10]=2[CH3:14])=[N:23][CH:22]=1)=[O:20])([CH3:17])[CH3:16], predict the reactants needed to synthesize it. The reactants are: [H-].[Na+].[CH2:3]([C:7]1[C:11]([CH2:12][OH:13])=[C:10]([CH3:14])[O:9][N:8]=1)[CH2:4][CH2:5][CH3:6].[CH:15]([NH:18][C:19]([C:21]1[S:25][C:24](Cl)=[N:23][CH:22]=1)=[O:20])([CH3:17])[CH3:16].O. (5) Given the product [CH3:1][O:2][C:3]([C:5]1[N:6]=[CH:7][C:8]2[C:13]([CH:14]=1)=[CH:12][C:11]([O:15][CH3:16])=[C:10]([O:17][CH3:18])[CH:9]=2)=[O:4], predict the reactants needed to synthesize it. The reactants are: [CH3:1][O:2][C:3]([CH:5]1[CH2:14][C:13]2[C:8](=[CH:9][C:10]([O:17][CH3:18])=[C:11]([O:15][CH3:16])[CH:12]=2)[CH2:7][NH:6]1)=[O:4]. (6) Given the product [ClH:12].[F:1][CH:2]1[CH2:6][NH:5][CH:4]([C:7]([O:9][CH3:14])=[O:8])[CH2:3]1, predict the reactants needed to synthesize it. The reactants are: [F:1][C@H:2]1[CH2:6][NH:5][C@H:4]([C:7]([OH:9])=[O:8])[CH2:3]1.S(Cl)([Cl:12])=O.[CH3:14]O. (7) The reactants are: [CH3:1][O:2][C:3]1[CH:4]=[C:5]2[C:10](=[CH:11][C:12]=1[O:13][CH3:14])[N:9]=[CH:8][CH:7]=[C:6]2[O:15][C:16]1[CH:22]=[CH:21][C:19]([NH2:20])=[C:18]([N+:23]([O-:25])=[O:24])[CH:17]=1.ClC(Cl)(O[C:30](=[O:36])OC(Cl)(Cl)Cl)Cl.[F:38][C:39]1[CH:45]=[C:44]([F:46])[CH:43]=[CH:42][C:40]=1[NH2:41].C(=O)([O-])O.[Na+]. Given the product [F:38][C:39]1[CH:45]=[C:44]([F:46])[CH:43]=[CH:42][C:40]=1[NH:41][C:30]([NH:20][C:19]1[CH:21]=[CH:22][C:16]([O:15][C:6]2[C:5]3[C:10](=[CH:11][C:12]([O:13][CH3:14])=[C:3]([O:2][CH3:1])[CH:4]=3)[N:9]=[CH:8][CH:7]=2)=[CH:17][C:18]=1[N+:23]([O-:25])=[O:24])=[O:36], predict the reactants needed to synthesize it. (8) The reactants are: [CH3:1][C:2]([C:4]1[CH:9]=[CH:8][C:7]([I:10])=[CH:6][CH:5]=1)=O.[N:11]1[NH:12][C:13](=[O:17])[CH:14]=CC=1. Given the product [I:10][C:7]1[CH:8]=[CH:9][C:4]([C:2]2[CH:1]=[CH:14][C:13](=[O:17])[NH:12][N:11]=2)=[CH:5][CH:6]=1, predict the reactants needed to synthesize it. (9) Given the product [F:28][C:29]1[CH:36]=[C:35]([C:37]([F:38])([F:39])[F:40])[CH:34]=[CH:33][C:30]=1[CH2:31][NH:32][C:13]([C:10]1[S:11][CH:12]=[C:8]([C:5]2[CH:4]=[CH:3][C:2]([Cl:1])=[CH:7][CH:6]=2)[N:9]=1)=[O:15], predict the reactants needed to synthesize it. The reactants are: [Cl:1][C:2]1[CH:7]=[CH:6][C:5]([C:8]2[N:9]=[C:10]([C:13]([OH:15])=O)[S:11][CH:12]=2)=[CH:4][CH:3]=1.C1N=CN(C(N2C=NC=C2)=O)C=1.[F:28][C:29]1[CH:36]=[C:35]([C:37]([F:40])([F:39])[F:38])[CH:34]=[CH:33][C:30]=1[CH2:31][NH2:32]. (10) Given the product [C:11]([N:15]1[C:19]([C:20]([F:22])([F:23])[F:21])=[C:18]([C:24]([OH:26])=[O:25])[CH:17]=[N:16]1)([CH3:14])([CH3:12])[CH3:13], predict the reactants needed to synthesize it. The reactants are: C(O)C.O.O1CCOCC1.[C:11]([N:15]1[C:19]([C:20]([F:23])([F:22])[F:21])=[C:18]([C:24]([O:26]CC)=[O:25])[CH:17]=[N:16]1)([CH3:14])([CH3:13])[CH3:12].O.[OH-].[Li+].